From a dataset of Forward reaction prediction with 1.9M reactions from USPTO patents (1976-2016). Predict the product of the given reaction. The product is: [F:18][C:19]([F:30])([F:29])[C:20]1[CH:25]=[C:24]([CH:23]=[CH:22][CH:21]=1)[CH:2]=[C:3]1[C:9]2[CH:10]=[CH:11][CH:12]=[CH:13][C:8]=2[CH2:7][CH2:6][C:5]2[CH:14]=[CH:15][CH:16]=[CH:17][C:4]1=2. Given the reactants Br[CH:2]=[C:3]1[C:9]2=[CH:10][CH:11]=[CH:12][CH2:13][C:8]2=[CH:7][CH2:6][C:5]2[CH:14]=[CH:15][CH:16]=[CH:17][C:4]1=2.[F:18][C:19]([F:30])([F:29])[C:20]1[CH:21]=[C:22](B(O)O)[CH:23]=[CH:24][CH:25]=1, predict the reaction product.